Dataset: Catalyst prediction with 721,799 reactions and 888 catalyst types from USPTO. Task: Predict which catalyst facilitates the given reaction. (1) Reactant: [Br:1][C:2]1[CH:10]=[C:9]([CH3:11])[C:8]2[NH:7][C:6]3[CH2:12][CH:13]4[NH:17][CH:16]([C:5]=3[C:4]=2[C:3]=1[C:18]([O:20][C:21]([CH3:24])([CH3:23])[CH3:22])=[O:19])[CH2:15][CH2:14]4.[H-].[Na+].I[CH3:28]. Product: [Br:1][C:2]1[CH:10]=[C:9]([CH3:11])[C:8]2[N:7]([CH3:28])[C:6]3[CH2:12][CH:13]4[NH:17][CH:16]([C:5]=3[C:4]=2[C:3]=1[C:18]([O:20][C:21]([CH3:24])([CH3:23])[CH3:22])=[O:19])[CH2:15][CH2:14]4. The catalyst class is: 39. (2) Reactant: [Cl:1][C:2]1[CH:7]=[CH:6][C:5]([C:8]2[C:16]3[S:15][CH:14]=[N:13][C:12]=3[CH:11]=[C:10]([CH3:17])[C:9]=2[C@H:18]([OH:21])[CH2:19][OH:20])=[CH:4][CH:3]=1.ClCCl.[CH3:25][C:26]([CH3:31])([CH3:30])[C:27](Cl)=[O:28]. Product: [C:27]([O:20][CH2:19][C@H:18]([C:9]1[C:10]([CH3:17])=[CH:11][C:12]2[N:13]=[CH:14][S:15][C:16]=2[C:8]=1[C:5]1[CH:4]=[CH:3][C:2]([Cl:1])=[CH:7][CH:6]=1)[OH:21])(=[O:28])[C:26]([CH3:31])([CH3:30])[CH3:25]. The catalyst class is: 300. (3) Reactant: C([Li])CCC.Br[C:7]1[CH:12]=[CH:11][C:10]([CH2:13][O:14][CH:15]2[CH2:18][CH2:17][CH2:16]2)=[C:9]([F:19])[CH:8]=1.[C:20](=[O:22])=[O:21]. Product: [CH:15]1([O:14][CH2:13][C:10]2[CH:11]=[CH:12][C:7]([C:20]([OH:22])=[O:21])=[CH:8][C:9]=2[F:19])[CH2:18][CH2:17][CH2:16]1. The catalyst class is: 20. (4) Reactant: [NH2:1][CH2:2][CH2:3][CH2:4][CH2:5][OH:6].[C:7](O[C:7]([O:9][C:10]([CH3:13])([CH3:12])[CH3:11])=[O:8])([O:9][C:10]([CH3:13])([CH3:12])[CH3:11])=[O:8]. Product: [OH:6][CH2:5][CH2:4][CH2:3][CH2:2][NH:1][C:7](=[O:8])[O:9][C:10]([CH3:13])([CH3:12])[CH3:11]. The catalyst class is: 13.